The task is: Predict which catalyst facilitates the given reaction.. This data is from Catalyst prediction with 721,799 reactions and 888 catalyst types from USPTO. (1) The catalyst class is: 2. Product: [F:5][C:6]([F:11])([F:10])[C:7]([OH:9])=[O:8].[Cl:30][C:27]1[C:28]([CH3:29])=[C:23]([CH:21]2[CH2:22][N:19]([C:3]([NH:2][CH3:1])=[O:4])[CH2:20]2)[C:24]([O:43][CH3:44])=[C:25]([CH:31]([NH:33][C:34]2[N:42]=[CH:41][N:40]=[C:39]3[C:35]=2[N:36]=[CH:37][NH:38]3)[CH3:32])[CH:26]=1.[C:14]([OH:16])([C:13]([F:18])([F:17])[F:12])=[O:15]. Reactant: [CH3:1][N:2]=[C:3]=[O:4].[F:5][C:6]([F:11])([F:10])[C:7]([OH:9])=[O:8].[F:12][C:13]([F:18])([F:17])[C:14]([OH:16])=[O:15].[NH:19]1[CH2:22][CH:21]([C:23]2[C:24]([O:43][CH3:44])=[C:25]([CH:31]([NH:33][C:34]3[N:42]=[CH:41][N:40]=[C:39]4[C:35]=3[N:36]=[CH:37][NH:38]4)[CH3:32])[CH:26]=[C:27]([Cl:30])[C:28]=2[CH3:29])[CH2:20]1.CCN(C(C)C)C(C)C. (2) Reactant: [CH2:1]1[CH:5]2[CH2:6][NH:7][CH2:8][CH:4]2[CH2:3][N:2]1[C:9]1[N:14]=[C:13]([C:15]([F:18])([F:17])[F:16])[N:12]=[C:11]([N:19]([CH3:21])[CH3:20])[CH:10]=1.[N:22]1[N:23]([C:27]2[CH:35]=[CH:34][CH:33]=[CH:32][C:28]=2[C:29](O)=[O:30])[N:24]=[CH:25][CH:26]=1.CN(C(ON1N=NC2C=CC=NC1=2)=[N+](C)C)C.F[P-](F)(F)(F)(F)F.CCN(C(C)C)C(C)C. Product: [CH3:20][N:19]([CH3:21])[C:11]1[CH:10]=[C:9]([N:2]2[CH2:3][CH:4]3[CH:5]([CH2:6][N:7]([C:29]([C:28]4[CH:32]=[CH:33][CH:34]=[CH:35][C:27]=4[N:23]4[N:24]=[CH:25][CH:26]=[N:22]4)=[O:30])[CH2:8]3)[CH2:1]2)[N:14]=[C:13]([C:15]([F:18])([F:17])[F:16])[N:12]=1. The catalyst class is: 39. (3) Product: [CH3:16][N:9]([C:10]1[CH:15]=[CH:14][CH:13]=[CH:12][N:11]=1)[C:6]1[CH:5]=[CH:4][C:3]([OH:2])=[CH:8][CH:7]=1. The catalyst class is: 2. Reactant: C[O:2][C:3]1[CH:8]=[CH:7][C:6]([N:9]([CH3:16])[C:10]2[CH:15]=[CH:14][CH:13]=[CH:12][N:11]=2)=[CH:5][CH:4]=1.B(Br)(Br)Br. (4) Reactant: [O:1]1[C:5]2[CH:6]=[CH:7][C:8]([CH2:10][N:11]3[CH2:16][CH2:15][C:14]([CH2:18][C:19](=[O:26])[C:20]4[CH:25]=[CH:24][CH:23]=[CH:22][CH:21]=4)(O)[CH2:13][CH2:12]3)=[CH:9][C:4]=2[O:3][CH2:2]1.O=S(Cl)[Cl:29]. Product: [ClH:29].[O:1]1[C:5]2[CH:6]=[CH:7][C:8]([CH2:10][N:11]3[CH2:16][CH2:15][C:14]([CH2:18][C:19](=[O:26])[C:20]4[CH:25]=[CH:24][CH:23]=[CH:22][CH:21]=4)([Cl:29])[CH2:13][CH2:12]3)=[CH:9][C:4]=2[O:3][CH2:2]1. The catalyst class is: 4.